From a dataset of Forward reaction prediction with 1.9M reactions from USPTO patents (1976-2016). Predict the product of the given reaction. (1) Given the reactants [CH:1]1([C:4]2[CH:5]=[C:6]([CH:9]=[C:10]([O:13][CH2:14][CH:15]3[CH2:17][CH2:16]3)[C:11]=2I)[CH:7]=[O:8])[CH2:3][CH2:2]1.[F:18][C:19]1[CH:24]=[C:23]([F:25])[CH:22]=[CH:21][C:20]=1B(O)O.[F-].[Cs+].COCCOC, predict the reaction product. The product is: [CH:1]1([C:4]2[CH:5]=[C:6]([CH:7]=[O:8])[CH:9]=[C:10]([O:13][CH2:14][CH:15]3[CH2:17][CH2:16]3)[C:11]=2[C:22]2[CH:21]=[CH:20][C:19]([F:18])=[CH:24][C:23]=2[F:25])[CH2:3][CH2:2]1. (2) Given the reactants [NH2:1][CH2:2][CH2:3][CH2:4][CH2:5][CH2:6][CH2:7]O.[C:9](O[C:9]([O:11][C:12]([CH3:15])([CH3:14])[CH3:13])=[O:10])([O:11][C:12]([CH3:15])([CH3:14])[CH3:13])=[O:10].C1(P(C2C=CC=CC=2)C2C=CC=CC=2)C=CC=CC=1.N1C=CN=C1.[I:48]I, predict the reaction product. The product is: [I:48][CH2:7][CH2:6][CH2:5][CH2:4][CH2:3][CH2:2][NH:1][C:9](=[O:10])[O:11][C:12]([CH3:15])([CH3:14])[CH3:13]. (3) Given the reactants Cl.[Cl:2][C:3]1[CH:8]=[C:7]([Cl:9])[CH:6]=[CH:5][C:4]=1/[C:10](/[CH2:40][CH3:41])=[C:11](\[C:27]1[CH:32]=[CH:31][C:30](/[CH:33]=[CH:34]/[C:35]([O:37][CH2:38][CH3:39])=[O:36])=[CH:29][CH:28]=1)/[C:12]1[CH:13]=[C:14]2[C:18](=[CH:19][CH:20]=1)[N:17](C1CCCCO1)[N:16]=[CH:15]2, predict the reaction product. The product is: [Cl:2][C:3]1[CH:8]=[C:7]([Cl:9])[CH:6]=[CH:5][C:4]=1/[C:10](/[CH2:40][CH3:41])=[C:11](\[C:27]1[CH:32]=[CH:31][C:30](/[CH:33]=[CH:34]/[C:35]([O:37][CH2:38][CH3:39])=[O:36])=[CH:29][CH:28]=1)/[C:12]1[CH:13]=[C:14]2[C:18](=[CH:19][CH:20]=1)[NH:17][N:16]=[CH:15]2. (4) Given the reactants [F:1][C:2]1[CH:7]=[CH:6][C:5]([F:8])=[CH:4][C:3]=1[C@H:9]1[CH2:13][CH2:12][CH2:11][N:10]1[C:14]1[CH:19]=[CH:18][N:17]2[N:20]=[CH:21][C:22](/[CH:23]=[CH:24]/[C:25](O)=[O:26])=[C:16]2[N:15]=1.CN(C(ON1N=NC2C=CC=NC1=2)=[N+](C)C)C.F[P-](F)(F)(F)(F)F.CCN(C(C)C)C(C)C.[NH2:61][CH2:62][CH2:63][OH:64], predict the reaction product. The product is: [F:1][C:2]1[CH:7]=[CH:6][C:5]([F:8])=[CH:4][C:3]=1[C@H:9]1[CH2:13][CH2:12][CH2:11][N:10]1[C:14]1[CH:19]=[CH:18][N:17]2[N:20]=[CH:21][C:22](/[CH:23]=[CH:24]/[C:25]([NH:61][CH2:62][CH2:63][OH:64])=[O:26])=[C:16]2[N:15]=1. (5) The product is: [C:16]1([CH:14]([C:11]2[S:10][C:9]([C:8]#[C:7][C:1]3[CH:6]=[CH:5][CH:4]=[CH:3][CH:2]=3)=[N:13][CH:12]=2)[OH:15])[CH:21]=[CH:20][CH:19]=[CH:18][CH:17]=1. Given the reactants [C:1]1([C:7]#[C:8][C:9]2[S:10][C:11]([CH:14]=[O:15])=[CH:12][N:13]=2)[CH:6]=[CH:5][CH:4]=[CH:3][CH:2]=1.[C:16]1([Mg]Br)[CH:21]=[CH:20][CH:19]=[CH:18][CH:17]=1.CCOCC, predict the reaction product.